This data is from Forward reaction prediction with 1.9M reactions from USPTO patents (1976-2016). The task is: Predict the product of the given reaction. (1) Given the reactants [NH2:1][C:2]1[N:7]=[CH:6][N:5]=[C:4]2[N:8]([CH:12]([C:14]3[C:15]([O:33][CH2:34][CH3:35])=[C:16]([CH:22]4[CH2:25][N:24]([C:26]([O:28][C:29]([CH3:32])([CH3:31])[CH3:30])=[O:27])[CH2:23]4)[C:17]([F:21])=[C:18]([Cl:20])[CH:19]=3)[CH3:13])[N:9]=[C:10](I)[C:3]=12.N1C=CC=[CH:38][CH:37]=1.C(B1OB(C=C)OB(C=C)O1)=C.ClCCl.C(=O)([O-])[O-].[K+].[K+], predict the reaction product. The product is: [NH2:1][C:2]1[N:7]=[CH:6][N:5]=[C:4]2[N:8]([CH:12]([C:14]3[C:15]([O:33][CH2:34][CH3:35])=[C:16]([CH:22]4[CH2:25][N:24]([C:26]([O:28][C:29]([CH3:32])([CH3:31])[CH3:30])=[O:27])[CH2:23]4)[C:17]([F:21])=[C:18]([Cl:20])[CH:19]=3)[CH3:13])[N:9]=[C:10]([CH:37]=[CH2:38])[C:3]=12. (2) Given the reactants [C:1]([C:3]1[CH:8]=[CH:7][N:6]=[C:5]([CH2:9][N:10]([CH3:12])[CH3:11])[CH:4]=1)#[N:2].Cl.[H][H], predict the reaction product. The product is: [NH2:2][CH2:1][C:3]1[CH:8]=[CH:7][N:6]=[C:5]([CH2:9][N:10]([CH3:12])[CH3:11])[CH:4]=1. (3) Given the reactants [B-](F)(F)(F)F.[B-](F)(F)(F)F.C1[N+]2(CCl)CC[N+]([F:21])(CC2)C1.C1C=CN=CC=1.[FH:28].[C:29]1([C:35]2([C:40]3[CH:49]=[CH:48][C:43]([C:44]([O:46][CH3:47])=[O:45])=[CH:42][CH:41]=3)SCCS2)[CH:34]=[CH:33][CH:32]=[CH:31][CH:30]=1, predict the reaction product. The product is: [F:28][C:35]([F:21])([C:29]1[CH:34]=[CH:33][CH:32]=[CH:31][CH:30]=1)[C:40]1[CH:49]=[CH:48][C:43]([C:44]([O:46][CH3:47])=[O:45])=[CH:42][CH:41]=1. (4) Given the reactants [CH3:1][CH:2]([C:8]([O:10][CH2:11][CH3:12])=[O:9])[C:3]([O:5][CH2:6][CH3:7])=[O:4].[C:13]1([CH2:19][CH2:20][CH2:21]Br)[CH:18]=[CH:17][CH:16]=[CH:15][CH:14]=1.[H-].[Na+], predict the reaction product. The product is: [CH3:1][C:2]([CH2:21][CH2:20][CH2:19][C:13]1[CH:18]=[CH:17][CH:16]=[CH:15][CH:14]=1)([C:3]([O:5][CH2:6][CH3:7])=[O:4])[C:8]([O:10][CH2:11][CH3:12])=[O:9]. (5) Given the reactants F[C:2]1[CH:9]=[C:8]([F:10])[CH:7]=[C:6]([F:11])[C:3]=1[CH:4]=O.C(=O)([O-])[O-].[K+].[K+].[C:18]([O:22][CH2:23][CH3:24])(=[O:21])[CH2:19][SH:20].O, predict the reaction product. The product is: [F:11][C:6]1[C:3]2[CH:4]=[C:19]([C:18]([O:22][CH2:23][CH3:24])=[O:21])[S:20][C:2]=2[CH:9]=[C:8]([F:10])[CH:7]=1. (6) Given the reactants [CH3:1][O:2][C:3]([C:5]1[CH:9]=[C:8]([C:10]([O:12][CH3:13])=[O:11])[NH:7][N:6]=1)=[O:4].[C:14](=O)([O-])[O-].[K+].[K+].CI, predict the reaction product. The product is: [CH3:13][O:12][C:10]([C:8]1[CH:9]=[C:5]([C:3]([O:2][CH3:1])=[O:4])[N:6]([CH3:14])[N:7]=1)=[O:11]. (7) The product is: [CH2:2]([NH:3][C:15]([C:12]1[CH:13]=[CH:14][NH:10][CH:11]=1)=[O:17])[CH3:1]. Given the reactants [CH3:1][CH2:2][N:3](C(C)C)C(C)C.[NH:10]1[CH:14]=[CH:13][C:12]([C:15]([OH:17])=O)=[CH:11]1.Cl.C(N)C.CN(C(ON1N=NC2C=CC=NC1=2)=[N+](C)C)C.F[P-](F)(F)(F)(F)F, predict the reaction product.